Dataset: Full USPTO retrosynthesis dataset with 1.9M reactions from patents (1976-2016). Task: Predict the reactants needed to synthesize the given product. (1) Given the product [Cl:1][C:2]1[C:3]([CH:8]2[CH2:10][CH2:9]2)=[N:4][CH:5]=[C:6]([B:11]2[O:15][C:14]([CH3:17])([CH3:16])[C:13]([CH3:19])([CH3:18])[O:12]2)[CH:7]=1, predict the reactants needed to synthesize it. The reactants are: [Cl:1][C:2]1[C:3]([CH:8]2[CH2:10][CH2:9]2)=[N:4][CH:5]=[CH:6][CH:7]=1.[B:11]1([B:11]2[O:15][C:14]([CH3:17])([CH3:16])[C:13]([CH3:19])([CH3:18])[O:12]2)[O:15][C:14]([CH3:17])([CH3:16])[C:13]([CH3:19])([CH3:18])[O:12]1. (2) Given the product [Br:1][C:2]1[CH:3]=[CH:4][C:5]([C:8]2[N:9]=[CH:10][N:11]([CH2:16][O:17][CH2:18][CH2:19][Si:20]([CH3:23])([CH3:22])[CH3:21])[CH:12]=2)=[CH:6][CH:7]=1, predict the reactants needed to synthesize it. The reactants are: [Br:1][C:2]1[CH:7]=[CH:6][C:5]([C:8]2[N:9]=[CH:10][NH:11][CH:12]=2)=[CH:4][CH:3]=1.[H-].[Na+].Cl[CH2:16][O:17][CH2:18][CH2:19][Si:20]([CH3:23])([CH3:22])[CH3:21]. (3) Given the product [C:34]1([CH:22]([C:16]2[CH:21]=[CH:20][CH:19]=[CH:18][CH:17]=2)[N:23]2[C:31]3[C:26](=[CH:27][CH:28]=[CH:29][CH:30]=3)[C:25]([C:5]3[CH:6]=[C:7]([O:8][CH3:9])[C:2]([F:1])=[CH:3][C:4]=3[OH:10])([OH:32])[C:24]2=[O:33])[CH:35]=[CH:36][CH:37]=[CH:38][CH:39]=1, predict the reactants needed to synthesize it. The reactants are: [F:1][C:2]1[CH:3]=[C:4]([OH:10])[CH:5]=[CH:6][C:7]=1[O:8][CH3:9].C([Mg]Cl)(C)C.[C:16]1([CH:22]([C:34]2[CH:39]=[CH:38][CH:37]=[CH:36][CH:35]=2)[N:23]2[C:31]3[C:26](=[CH:27][CH:28]=[CH:29][CH:30]=3)[C:25](=[O:32])[C:24]2=[O:33])[CH:21]=[CH:20][CH:19]=[CH:18][CH:17]=1. (4) The reactants are: [NH2:1][C@H:2]1[CH2:7][CH2:6][N:5]([C:8]([O:10][C:11]([CH3:14])([CH3:13])[CH3:12])=[O:9])[CH2:4][C@H:3]1[F:15].FC(F)(F)S(O[C:22]1[CH:23]=[CH:24][CH:25]=[C:26]2[C:31]=1[N:30]=[C:29]([C:32]1[N:36]3[CH:37]=[CH:38][C:39]([O:41][CH2:42][CH2:43][O:44][CH3:45])=[CH:40][C:35]3=[N:34][CH:33]=1)[CH:28]=[CH:27]2)(=O)=O.C([O-])([O-])=O.[Cs+].[Cs+]. Given the product [F:15][C@H:3]1[C@@H:2]([NH:1][C:22]2[CH:23]=[CH:24][CH:25]=[C:26]3[C:31]=2[N:30]=[C:29]([C:32]2[N:36]4[CH:37]=[CH:38][C:39]([O:41][CH2:42][CH2:43][O:44][CH3:45])=[CH:40][C:35]4=[N:34][CH:33]=2)[CH:28]=[CH:27]3)[CH2:7][CH2:6][N:5]([C:8]([O:10][C:11]([CH3:12])([CH3:14])[CH3:13])=[O:9])[CH2:4]1, predict the reactants needed to synthesize it. (5) Given the product [NH:10]([C:17]1[N:18]([C:33]2[CH:38]=[CH:37][CH:36]=[CH:35][CH:34]=2)[C:19]2[N:20]=[C:21]([S:3][CH2:4][C:5]([O:7][CH2:8][CH3:9])=[O:6])[CH:22]=[C:23]([C:28]([F:31])([F:30])[F:29])[C:24]=2[C:25](=[O:27])[CH:26]=1)[C:11]1[CH:16]=[CH:15][CH:14]=[CH:13][CH:12]=1, predict the reactants needed to synthesize it. The reactants are: [H-].[Na+].[SH:3][CH2:4][C:5]([O:7][CH2:8][CH3:9])=[O:6].[NH:10]([C:17]1[N:18]([C:33]2[CH:38]=[CH:37][CH:36]=[CH:35][CH:34]=2)[C:19]2[C:24]([C:25](=[O:27])[CH:26]=1)=[C:23]([C:28]([F:31])([F:30])[F:29])[CH:22]=[C:21](Cl)[N:20]=2)[C:11]1[CH:16]=[CH:15][CH:14]=[CH:13][CH:12]=1. (6) Given the product [S:3]1[C:4]2[CH:10]=[CH:9][CH:8]=[CH:7][C:5]=2[N:6]=[C:2]1[NH:16][C:15]1[CH:17]=[CH:18][C:12]([Cl:11])=[C:13]([O:19][CH3:20])[CH:14]=1, predict the reactants needed to synthesize it. The reactants are: Cl[C:2]1[S:3][C:4]2[CH:10]=[CH:9][CH:8]=[CH:7][C:5]=2[N:6]=1.[Cl:11][C:12]1[CH:18]=[CH:17][C:15]([NH2:16])=[CH:14][C:13]=1[O:19][CH3:20].